This data is from Peptide-MHC class I binding affinity with 185,985 pairs from IEDB/IMGT. The task is: Regression. Given a peptide amino acid sequence and an MHC pseudo amino acid sequence, predict their binding affinity value. This is MHC class I binding data. (1) The peptide sequence is MLDDFSAGA. The MHC is HLA-A02:03 with pseudo-sequence HLA-A02:03. The binding affinity (normalized) is 0.603. (2) The binding affinity (normalized) is 0. The peptide sequence is RFLSKISEF. The MHC is H-2-Kd with pseudo-sequence H-2-Kd.